This data is from NCI-60 drug combinations with 297,098 pairs across 59 cell lines. The task is: Regression. Given two drug SMILES strings and cell line genomic features, predict the synergy score measuring deviation from expected non-interaction effect. Drug 1: C1=C(C(=O)NC(=O)N1)F. Cell line: SN12C. Synergy scores: CSS=22.3, Synergy_ZIP=1.41, Synergy_Bliss=0.904, Synergy_Loewe=-12.2, Synergy_HSA=-0.926. Drug 2: C1CNP(=O)(OC1)N(CCCl)CCCl.